Task: Predict the reactants needed to synthesize the given product.. Dataset: Full USPTO retrosynthesis dataset with 1.9M reactions from patents (1976-2016) (1) Given the product [NH:30]1[C:31]2[C:36](=[CH:35][CH:34]=[C:33]([C:37]([OH:39])=[O:38])[CH:32]=2)[CH:28]=[CH:29]1, predict the reactants needed to synthesize it. The reactants are: [Br-].[Br-].[Br-].[NH+]1C=CC=CC=1.[NH+]1C=CC=CC=1.[NH+]1C=CC=CC=1.C1([C:28]2[C:36]3[C:31](=[CH:32][C:33]([C:37]([O:39]C)=[O:38])=[CH:34][CH:35]=3)[NH:30][CH:29]=2)CCCCC1. (2) Given the product [CH:1]1([NH:4][C:5]2[C:10]([C:11]([NH2:13])=[O:12])=[CH:9][N:8]=[C:7]([NH:14][C:15]3[CH:16]=[CH:17][C:18]([CH:21]4[CH2:26][CH2:25][N:24]([C:27]([N:28]5[CH2:29][CH2:34][CH2:33][CH2:30]5)=[O:31])[CH2:23][CH2:22]4)=[CH:19][CH:20]=3)[N:6]=2)[CH2:2][CH2:3]1, predict the reactants needed to synthesize it. The reactants are: [CH:1]1([NH:4][C:5]2[C:10]([C:11]([NH2:13])=[O:12])=[CH:9][N:8]=[C:7]([NH:14][C:15]3[CH:20]=[CH:19][C:18]([CH:21]4[CH2:26][CH2:25][N:24]([C:27](=[O:31])[N:28]([CH3:30])[CH3:29])[CH2:23][CH2:22]4)=[CH:17][CH:16]=3)[N:6]=2)[CH2:3][CH2:2]1.N1(C(Cl)=O)CC[CH2:34][CH2:33]1. (3) Given the product [F:21][C:15]1[CH:16]=[CH:17][CH:18]=[C:19]([F:20])[C:14]=1[C:11]1[N:10]=[CH:9][C:8]([C:5]2[CH:6]=[CH:7][C:2]([C:28]3[CH:27]=[CH:26][C:25]([O:24][C:23]([F:22])([F:35])[F:36])=[CH:30][CH:29]=3)=[CH:3][CH:4]=2)=[CH:13][N:12]=1, predict the reactants needed to synthesize it. The reactants are: Br[C:2]1[CH:7]=[CH:6][C:5]([C:8]2[CH:9]=[N:10][C:11]([C:14]3[C:19]([F:20])=[CH:18][CH:17]=[CH:16][C:15]=3[F:21])=[N:12][CH:13]=2)=[CH:4][CH:3]=1.[F:22][C:23]([F:36])([F:35])[O:24][C:25]1[CH:30]=[CH:29][C:28](OB(O)O)=[CH:27][CH:26]=1.C(=O)([O-])[O-].[K+].[K+]. (4) Given the product [Br:3][C:4]1[CH:5]=[CH:6][C:7]([C@@H:10]2[CH2:12][C@H:11]2[C:13]([OH:15])=[O:14])=[CH:8][CH:9]=1, predict the reactants needed to synthesize it. The reactants are: [OH-].[Na+].[Br:3][C:4]1[CH:9]=[CH:8][C:7]([C@@H:10]2[CH2:12][C@H:11]2[C:13]([O:15]CC)=[O:14])=[CH:6][CH:5]=1. (5) Given the product [Cl:1][C:2]1[CH:3]=[C:4]([O:15][CH2:16][C:17]2[C:18]([F:24])=[CH:19][CH:20]=[CH:21][C:22]=2[F:23])[C:5]2[N:6]([C:8]([C:12]([NH:39][CH:37]([CH3:38])[C@@H:35]([NH:34][C:33](=[O:40])[O:32][CH2:25][C:26]3[CH:31]=[CH:30][CH:29]=[CH:28][CH:27]=3)[CH3:36])=[O:13])=[C:9]([CH3:11])[N:10]=2)[CH:7]=1, predict the reactants needed to synthesize it. The reactants are: [Cl:1][C:2]1[CH:3]=[C:4]([O:15][CH2:16][C:17]2[C:22]([F:23])=[CH:21][CH:20]=[CH:19][C:18]=2[F:24])[C:5]2[N:6]([C:8]([C:12](O)=[O:13])=[C:9]([CH3:11])[N:10]=2)[CH:7]=1.[CH2:25]([O:32][C:33](=[O:40])[NH:34][C@H:35]([CH:37]([NH2:39])[CH3:38])[CH3:36])[C:26]1[CH:31]=[CH:30][CH:29]=[CH:28][CH:27]=1.C(N(CC)C(C)C)(C)C.O. (6) Given the product [CH3:1][O:2][C:3]1[CH:8]=[C:7]([O:9][CH3:10])[CH:6]=[C:5]([O:11][CH3:12])[C:4]=1[C:17]1[CH:18]=[C:19]([C:28]([O:30][CH2:31][CH3:32])=[O:29])[N:20]=[C:21]([C:23]([O:25][CH2:26][CH3:27])=[O:24])[CH:22]=1, predict the reactants needed to synthesize it. The reactants are: [CH3:1][O:2][C:3]1[CH:8]=[C:7]([O:9][CH3:10])[CH:6]=[C:5]([O:11][CH3:12])[C:4]=1B(O)O.Br[C:17]1[CH:22]=[C:21]([C:23]([O:25][CH2:26][CH3:27])=[O:24])[N:20]=[C:19]([C:28]([O:30][CH2:31][CH3:32])=[O:29])[CH:18]=1.C(=O)([O-])[O-].[Cs+].[Cs+].